From a dataset of Full USPTO retrosynthesis dataset with 1.9M reactions from patents (1976-2016). Predict the reactants needed to synthesize the given product. (1) The reactants are: [Li+].C[Si]([N-][Si](C)(C)C)(C)C.[N:11]1[CH:16]=[C:15]([N:17]=[C:18]([NH2:34])[C:19]2[CH:24]=[CH:23][C:22]([N:25]3[C:29]4=[N:30][CH:31]=[CH:32][CH:33]=[C:28]4[CH:27]=[CH:26]3)=[CH:21][CH:20]=2)[CH:14]=[N:13][CH:12]=1.Br[CH2:36][C:37]([C:39]1[S:40][CH:41]=[CH:42][N:43]=1)=O.O. Given the product [N:11]1[CH:16]=[C:15]([N:17]2[CH:36]=[C:37]([C:39]3[S:40][CH:41]=[CH:42][N:43]=3)[N:34]=[C:18]2[C:19]2[CH:24]=[CH:23][C:22]([N:25]3[C:29]4=[N:30][CH:31]=[CH:32][CH:33]=[C:28]4[CH:27]=[CH:26]3)=[CH:21][CH:20]=2)[CH:14]=[N:13][CH:12]=1, predict the reactants needed to synthesize it. (2) The reactants are: [F:1][C:2]1[CH:8]=[C:7]([O:9][C:10](=[O:15])[C:11]([CH3:14])([CH3:13])[CH3:12])[CH:6]=[CH:5][C:3]=1[NH2:4].[Cl:16]N1C(=O)CCC1=O. Given the product [Cl:16][C:5]1[CH:6]=[C:7]([O:9][C:10](=[O:15])[C:11]([CH3:12])([CH3:14])[CH3:13])[CH:8]=[C:2]([F:1])[C:3]=1[NH2:4], predict the reactants needed to synthesize it. (3) The reactants are: [CH3:1][O:2][C:3]([C:5]1[C:10]([Cl:11])=[C:9]([NH:12][C:13](=[O:15])[CH3:14])[CH:8]=[C:7](Cl)[N:6]=1)=[O:4].[Cl:17][C:18]1[C:23]([O:24][CH3:25])=[CH:22][C:21](B2OCCCO2)=[C:20]([F:32])[CH:19]=1.[F-].[Cs+].C1(P(C2C=CC=CC=2)CCCCP(C2C=CC=CC=2)C2C=CC=CC=2)C=CC=CC=1. Given the product [CH3:1][O:2][C:3]([C:5]1[C:10]([Cl:11])=[C:9]([NH:12][C:13](=[O:15])[CH3:14])[CH:8]=[C:7]([C:21]2[CH:22]=[C:23]([O:24][CH3:25])[C:18]([Cl:17])=[CH:19][C:20]=2[F:32])[N:6]=1)=[O:4], predict the reactants needed to synthesize it.